Task: Predict the product of the given reaction.. Dataset: Forward reaction prediction with 1.9M reactions from USPTO patents (1976-2016) (1) Given the reactants [C:1]([OH:7])(=O)[C:2]([CH3:5])([CH3:4])[CH3:3].[CH:8]1([C:11]2[C:12]([O:21][CH2:22][CH:23]3[CH2:25][CH2:24]3)=[CH:13][C:14]([C:17](=[N:19]O)[NH2:18])=[N:15][CH:16]=2)[CH2:10][CH2:9]1, predict the reaction product. The product is: [C:2]([C:1]1[O:7][N:18]=[C:17]([C:14]2[CH:13]=[C:12]([O:21][CH2:22][CH:23]3[CH2:25][CH2:24]3)[C:11]([CH:8]3[CH2:10][CH2:9]3)=[CH:16][N:15]=2)[N:19]=1)([CH3:5])([CH3:4])[CH3:3]. (2) Given the reactants FC(F)(F)C(O)=O.[CH2:8]([NH:12][C:13]1[NH:21][C:20]2[C:16]([N:17]=[C:18]([O:22][CH3:23])[N:19]=2)=[C:15]([NH2:24])[N:14]=1)[CH2:9][CH2:10][CH3:11].Br[CH2:26][CH2:27][C@H:28]1[CH2:32][CH2:31][O:30][CH2:29]1, predict the reaction product. The product is: [CH2:8]([NH:12][C:13]1[N:21]=[C:20]2[C:16]([N:17]=[C:18]([O:22][CH3:23])[N:19]2[CH2:26][CH2:27][C@H:28]2[CH2:32][CH2:31][O:30][CH2:29]2)=[C:15]([NH2:24])[N:14]=1)[CH2:9][CH2:10][CH3:11]. (3) Given the reactants COC(=O)[CH2:4][CH2:5][N:6]1[C:14]2[C:9](=[CH:10][CH:11]=[CH:12][CH:13]=2)[CH:8]=[CH:7]1.[CH3:16][Mg]I.C([O:21][CH2:22][CH3:23])C, predict the reaction product. The product is: [N:6]1([CH2:5][CH2:4][C:22]([CH3:23])([OH:21])[CH3:16])[C:14]2[C:9](=[CH:10][CH:11]=[CH:12][CH:13]=2)[CH:8]=[CH:7]1.